Dataset: Full USPTO retrosynthesis dataset with 1.9M reactions from patents (1976-2016). Task: Predict the reactants needed to synthesize the given product. (1) Given the product [Br:1][C:2]1[C:7](=[O:8])[N:6]([C:9]2[CH:10]=[C:11]([C:12](=[O:13])[C:32]#[CH:33])[CH:18]=[CH:19][C:20]=2[CH3:21])[C:5]([CH3:22])=[N:4][C:3]=1[O:23][CH2:24][C:25]1[CH:30]=[CH:29][CH:28]=[C:27]([CH3:31])[N:26]=1, predict the reactants needed to synthesize it. The reactants are: [Br:1][C:2]1[C:7](=[O:8])[N:6]([C:9]2[CH:10]=[C:11]([CH:18]=[CH:19][C:20]=2[CH3:21])[C:12](N(OC)C)=[O:13])[C:5]([CH3:22])=[N:4][C:3]=1[O:23][CH2:24][C:25]1[CH:30]=[CH:29][CH:28]=[C:27]([CH3:31])[N:26]=1.[C:32]([Mg]Cl)#[CH:33]. (2) Given the product [CH2:1]([O:3][C:4](=[O:18])[CH2:5][CH2:6][CH2:7][O:8][C:9]1[CH:14]=[C:13]([F:15])[C:12]([B:19]2[O:23][C:22]([CH3:25])([CH3:24])[C:21]([CH3:27])([CH3:26])[O:20]2)=[C:11]([F:17])[CH:10]=1)[CH3:2], predict the reactants needed to synthesize it. The reactants are: [CH2:1]([O:3][C:4](=[O:18])[CH2:5][CH2:6][CH2:7][O:8][C:9]1[CH:14]=[C:13]([F:15])[C:12](Br)=[C:11]([F:17])[CH:10]=1)[CH3:2].[B:19]1([B:19]2[O:23][C:22]([CH3:25])([CH3:24])[C:21]([CH3:27])([CH3:26])[O:20]2)[O:23][C:22]([CH3:25])([CH3:24])[C:21]([CH3:27])([CH3:26])[O:20]1. (3) Given the product [C:46]([C:44]1[O:43][N:42]=[C:41]([NH:40][C:39]([NH:3][CH2:4][C:5]2[CH:6]=[CH:7][C:8]([C:11]3[N:15]4[CH:16]=[CH:17][C:18]([C:20]5[CH:21]=[CH:22][C:23]([C:26]([N:28]6[CH2:33][CH2:32][N:31]([CH3:34])[CH2:30][CH2:29]6)=[O:27])=[CH:24][CH:25]=5)=[CH:19][C:14]4=[N:13][CH:12]=3)=[CH:9][CH:10]=2)=[O:38])[CH:45]=1)([CH3:49])([CH3:47])[CH3:48], predict the reactants needed to synthesize it. The reactants are: Cl.Cl.[NH2:3][CH2:4][C:5]1[CH:10]=[CH:9][C:8]([C:11]2[N:15]3[CH:16]=[CH:17][C:18]([C:20]4[CH:25]=[CH:24][C:23]([C:26]([N:28]5[CH2:33][CH2:32][N:31]([CH3:34])[CH2:30][CH2:29]5)=[O:27])=[CH:22][CH:21]=4)=[CH:19][C:14]3=[N:13][CH:12]=2)=[CH:7][CH:6]=1.ClC(Cl)(Cl)C[O:38][C:39](=O)[NH:40][C:41]1[CH:45]=[C:44]([C:46]([CH3:49])([CH3:48])[CH3:47])[O:43][N:42]=1.C(N(CC)CC)C. (4) Given the product [CH:30]1([CH2:29][O:28][C:22]2[CH:23]=[CH:24][C:25]([CH3:27])=[CH:26][C:21]=2[C:20]2[C:15]3[NH:14][C:13]([CH3:33])=[C:12]([C:10]([NH:9][C@H:6]4[CH2:7][CH2:8][C@@H:3]([NH:2][C:34](=[O:37])[CH2:35][CH3:36])[CH2:4][CH2:5]4)=[O:11])[C:16]=3[N:17]=[CH:18][N:19]=2)[CH2:31][CH2:32]1, predict the reactants needed to synthesize it. The reactants are: Cl.[NH2:2][C@@H:3]1[CH2:8][CH2:7][C@H:6]([NH:9][C:10]([C:12]2[C:16]3[N:17]=[CH:18][N:19]=[C:20]([C:21]4[CH:26]=[C:25]([CH3:27])[CH:24]=[CH:23][C:22]=4[O:28][CH2:29][CH:30]4[CH2:32][CH2:31]4)[C:15]=3[NH:14][C:13]=2[CH3:33])=[O:11])[CH2:5][CH2:4]1.[C:34](Cl)(=[O:37])[CH2:35][CH3:36].